This data is from Reaction yield outcomes from USPTO patents with 853,638 reactions. The task is: Predict the reaction yield, written as a fraction of the theoretical maximum amount of product (1.0 means a 100% yield; for example, 0.34 means a 34% yield). (1) The reactants are [Br:1][C:2]1[N:6]2[CH:7]=[CH:8][CH:9]=[CH:10][C:5]2=[N:4][C:3]=1[CH2:11][N:12]1C(=O)C2C(=CC=CC=2)C1=O.NN. The catalyst is CO. The product is [Br:1][C:2]1[N:6]2[CH:7]=[CH:8][CH:9]=[CH:10][C:5]2=[N:4][C:3]=1[CH2:11][NH2:12]. The yield is 0.890. (2) The yield is 0.930. The catalyst is N1C=CC=CC=1. The product is [C:7]([C:6]1[CH:9]=[CH:10][C:3](/[CH:1]=[CH:12]/[C:13]([OH:15])=[O:14])=[CH:4][CH:5]=1)#[N:8]. The reactants are [CH:1]([C:3]1[CH:10]=[CH:9][C:6]([C:7]#[N:8])=[CH:5][CH:4]=1)=O.C(O)(=O)[CH2:12][C:13]([OH:15])=[O:14].N1CCCCC1.Cl. (3) The reactants are [NH2:1][C:2]1[CH:3]=[N:4][CH:5]=[CH:6][C:7]=1[N:8]1[CH2:13][C@H:12]([CH3:14])[C@@H:11]([O:15][Si:16]([C:19]([CH3:22])([CH3:21])[CH3:20])([CH3:18])[CH3:17])[C@H:10]([NH:23][C:24](=[O:30])[O:25][C:26]([CH3:29])([CH3:28])[CH3:27])[CH2:9]1.[CH:31]([C:34]1[CH:35]=[C:36]2[S:42][C:41]([NH:43][CH2:44][C:45]3[CH:50]=[CH:49][C:48]([O:51][CH3:52])=[CH:47][CH:46]=3)=[C:40]([C:53](O)=[O:54])[C:37]2=[N:38][CH:39]=1)([CH3:33])[CH3:32].CCN(C(C)C)C(C)C.CN(C(ON1N=NC2C=CC=NC1=2)=[N+](C)C)C.F[P-](F)(F)(F)(F)F. The catalyst is CN(C=O)C. The product is [Si:16]([O:15][C@@H:11]1[C@@H:12]([CH3:14])[CH2:13][N:8]([C:7]2[CH:6]=[CH:5][N:4]=[CH:3][C:2]=2[NH:1][C:53]([C:40]2[C:37]3=[N:38][CH:39]=[C:34]([CH:31]([CH3:33])[CH3:32])[CH:35]=[C:36]3[S:42][C:41]=2[NH:43][CH2:44][C:45]2[CH:46]=[CH:47][C:48]([O:51][CH3:52])=[CH:49][CH:50]=2)=[O:54])[CH2:9][C@H:10]1[NH:23][C:24](=[O:30])[O:25][C:26]([CH3:29])([CH3:28])[CH3:27])([C:19]([CH3:22])([CH3:21])[CH3:20])([CH3:18])[CH3:17]. The yield is 0.990. (4) The reactants are [OH-].[Li+].[NH:3]1[CH:7]=[C:6]([CH2:8][CH2:9][C:10]([NH:12][C@H:13]([CH2:18][C:19]2[CH:24]=[CH:23][C:22]([O:25][CH3:26])=[CH:21][CH:20]=2)[C:14]([O:16]C)=[O:15])=[O:11])[N:5]=[CH:4]1. The catalyst is C1COCC1. The product is [NH:3]1[CH:7]=[C:6]([CH2:8][CH2:9][C:10]([NH:12][C@H:13]([CH2:18][C:19]2[CH:24]=[CH:23][C:22]([O:25][CH3:26])=[CH:21][CH:20]=2)[C:14]([OH:16])=[O:15])=[O:11])[N:5]=[CH:4]1. The yield is 0.790. (5) The reactants are [CH3:1][O:2][C:3]1[CH:8]=[CH:7][C:6]([C:9]2([C:12]([OH:14])=[O:13])[CH2:11][CH2:10]2)=[CH:5][CH:4]=1.O.[C:16]1(C)C=CC(S(O)(=O)=O)=CC=1. The catalyst is CO. The product is [CH3:16][O:13][C:12]([C:9]1([C:6]2[CH:5]=[CH:4][C:3]([O:2][CH3:1])=[CH:8][CH:7]=2)[CH2:10][CH2:11]1)=[O:14]. The yield is 0.990. (6) The reactants are FC(F)(F)S(O[C:7]1[CH:12]=[C:11]([O:13][C:14](=[O:18])[N:15]([CH3:17])[CH3:16])[CH:10]=[CH:9][C:8]=1[CH:19]=[O:20])(=O)=O.[Cl-].[Li+].[CH2:25]([Sn](CCCC)(CCCC)C=C)[CH2:26]CC.[F-].[K+]. The yield is 0.790. The catalyst is O1CCOCC1.C1C=CC([P]([Pd]([P](C2C=CC=CC=2)(C2C=CC=CC=2)C2C=CC=CC=2)([P](C2C=CC=CC=2)(C2C=CC=CC=2)C2C=CC=CC=2)[P](C2C=CC=CC=2)(C2C=CC=CC=2)C2C=CC=CC=2)(C2C=CC=CC=2)C2C=CC=CC=2)=CC=1.C(C1C=CC=C(C(C)(C)C)C=1O)(C)(C)C. The product is [CH3:16][N:15]([CH3:17])[C:14](=[O:18])[O:13][C:11]1[CH:10]=[CH:9][C:8]([CH:19]=[O:20])=[C:7]([CH:25]=[CH2:26])[CH:12]=1.